Dataset: Retrosynthesis with 50K atom-mapped reactions and 10 reaction types from USPTO. Task: Predict the reactants needed to synthesize the given product. (1) Given the product O=Cc1cccc(OCc2c(Cl)cccc2Cl)c1, predict the reactants needed to synthesize it. The reactants are: Clc1cccc(Cl)c1CBr.O=Cc1cccc(O)c1. (2) Given the product CC(C(=O)O)c1cccc(NC(=O)NCC(=O)N2[C@H](C(=O)OC(C)(C)C)CS[C@@H]2c2cccc(F)c2F)c1, predict the reactants needed to synthesize it. The reactants are: CC(C(=O)OCc1ccccc1)c1cccc(NC(=O)NCC(=O)N2[C@H](C(=O)OC(C)(C)C)CS[C@@H]2c2cccc(F)c2F)c1.